Dataset: Forward reaction prediction with 1.9M reactions from USPTO patents (1976-2016). Task: Predict the product of the given reaction. (1) The product is: [Si:29]([O:36][CH2:37][CH2:38][O:1][C:2]1[N:7]=[CH:6][C:5]([N:8]2[C:12]([CH3:14])([CH3:13])[C:11](=[O:15])[N:10]([C:16]3[CH:23]=[CH:22][C:19]([C:20]#[N:21])=[C:18]([C:24]([F:25])([F:27])[F:26])[CH:17]=3)[C:9]2=[S:28])=[CH:4][CH:3]=1)([C:32]([CH3:35])([CH3:34])[CH3:33])([CH3:31])[CH3:30]. Given the reactants [OH:1][C:2]1[N:7]=[CH:6][C:5]([N:8]2[C:12]([CH3:14])([CH3:13])[C:11](=[O:15])[N:10]([C:16]3[CH:23]=[CH:22][C:19]([C:20]#[N:21])=[C:18]([C:24]([F:27])([F:26])[F:25])[CH:17]=3)[C:9]2=[S:28])=[CH:4][CH:3]=1.[Si:29]([O:36][CH2:37][CH2:38]O)([C:32]([CH3:35])([CH3:34])[CH3:33])([CH3:31])[CH3:30].C1(P(C2C=CC=CC=2)C2C=CC=CC=2)C=CC=CC=1.N(C(OC(C)C)=O)=NC(OC(C)C)=O, predict the reaction product. (2) Given the reactants [Cl:1][C:2]1[CH:7]=[CH:6][CH:5]=[CH:4][C:3]=1[CH:8]1[CH2:14][N:13]([CH2:15][C:16](O)=[O:17])[C:12](=[O:19])[CH:11]([CH2:20][CH:21]([CH3:23])[CH3:22])[C:10]2[CH:24]=[CH:25][C:26]([CH3:28])=[CH:27][C:9]1=2.F[P-](F)(F)(F)(F)F.N1(OC(N(C)C)=[N+](C)C)C2N=CC=CC=2N=N1.C(N(C(C)C)CC)(C)C.Cl.[NH:63]1[CH2:68][CH2:67][CH:66]([CH2:69][C:70]([O:72][CH2:73][CH3:74])=[O:71])[CH2:65][CH2:64]1, predict the reaction product. The product is: [CH2:73]([O:72][C:70](=[O:71])[CH2:69][CH:66]1[CH2:67][CH2:68][N:63]([C:16](=[O:17])[CH2:15][N:13]2[CH2:14][CH:8]([C:3]3[CH:4]=[CH:5][CH:6]=[CH:7][C:2]=3[Cl:1])[C:9]3[CH:27]=[C:26]([CH3:28])[CH:25]=[CH:24][C:10]=3[CH:11]([CH2:20][CH:21]([CH3:23])[CH3:22])[C:12]2=[O:19])[CH2:64][CH2:65]1)[CH3:74]. (3) Given the reactants [C:1]([O:5][C:6]([N:8]1[CH2:12][C@@H:11]([F:13])[CH2:10][C@H:9]1[C:14]([OH:16])=O)=[O:7])([CH3:4])([CH3:3])[CH3:2].ClC(OCC)=O.[OH-].[NH4+:24], predict the reaction product. The product is: [C:14]([C@@H:9]1[CH2:10][C@H:11]([F:13])[CH2:12][N:8]1[C:6]([O:5][C:1]([CH3:4])([CH3:3])[CH3:2])=[O:7])(=[O:16])[NH2:24]. (4) Given the reactants [S:1](Cl)([C:4]1[CH:10]=[CH:9][C:7]([CH3:8])=[CH:6][CH:5]=1)(=[O:3])=[O:2].[CH3:12][CH:13]([OH:17])[CH2:14][CH:15]=[CH2:16].Cl, predict the reaction product. The product is: [C:7]1([CH3:8])[CH:9]=[CH:10][C:4]([S:1]([O:17][CH:13]([CH2:14][CH:15]=[CH2:16])[CH3:12])(=[O:3])=[O:2])=[CH:5][CH:6]=1. (5) Given the reactants [CH3:1][NH:2][CH2:3][CH2:4][OH:5].[Br:6][C:7]1[CH:12]=[C:11](F)[C:10]([N+:14]([O-:16])=[O:15])=[CH:9][C:8]=1[CH:17]([F:19])[F:18].C(N(CC)C(C)C)(C)C.O, predict the reaction product. The product is: [Br:6][C:7]1[C:8]([CH:17]([F:19])[F:18])=[CH:9][C:10]([N+:14]([O-:16])=[O:15])=[C:11]([N:2]([CH3:1])[CH2:3][CH2:4][OH:5])[CH:12]=1. (6) Given the reactants [C:1]([C:3]1[CH:8]=[CH:7][C:6]([C:9]([CH3:15])([CH3:14])[C:10](OC)=[O:11])=[C:5]([N+:16]([O-])=O)[CH:4]=1)#[N:2], predict the reaction product. The product is: [C:1]([C:3]1[CH:4]=[C:5]2[C:6]([C:9]([CH3:15])([CH3:14])[C:10](=[O:11])[NH:16]2)=[CH:7][CH:8]=1)#[N:2]. (7) Given the reactants Cl[C:2]1[C:11]2[C:6](=[C:7]([C:12]([F:15])([F:14])[F:13])[CH:8]=[CH:9][CH:10]=2)[N:5]=[CH:4][C:3]=1[C:16]([C:18]1[CH:23]=[CH:22][CH:21]=[CH:20][N:19]=1)=[O:17].[C:24]([C:28]1[CH:33]=[CH:32][C:31](B(O)O)=[CH:30][CH:29]=1)([CH3:27])([CH3:26])[CH3:25], predict the reaction product. The product is: [C:24]([C:28]1[CH:33]=[CH:32][C:31]([C:2]2[C:11]3[C:6](=[C:7]([C:12]([F:15])([F:14])[F:13])[CH:8]=[CH:9][CH:10]=3)[N:5]=[CH:4][C:3]=2[C:16]([C:18]2[CH:23]=[CH:22][CH:21]=[CH:20][N:19]=2)=[O:17])=[CH:30][CH:29]=1)([CH3:27])([CH3:26])[CH3:25]. (8) The product is: [Cl:3][CH2:18][CH2:17][CH2:16][CH2:15][CH2:14][NH:13][C:10]1[C:9]([N+:20]([O-:22])=[O:21])=[C:8]([O:23][C:24]2[CH:29]=[CH:28][CH:27]=[CH:26][CH:25]=2)[N:7]=[C:6]([CH3:5])[C:11]=1[CH3:12]. Given the reactants S(Cl)([Cl:3])=O.[CH3:5][C:6]1[C:11]([CH3:12])=[C:10]([NH:13][CH2:14][CH2:15][CH2:16][CH2:17][CH2:18]O)[C:9]([N+:20]([O-:22])=[O:21])=[C:8]([O:23][C:24]2[CH:29]=[CH:28][CH:27]=[CH:26][CH:25]=2)[N:7]=1, predict the reaction product. (9) Given the reactants [CH3:1][O:2][C:3]1[CH:4]=[CH:5][C:6](C=O)=[CH:7][CH:8]=1.CO[CH:13]([O:16][CH3:17])[O:14][CH3:15].Cl.[OH-].[K+], predict the reaction product. The product is: [CH3:17][O:16][CH:13]([O:14][CH3:15])[C:6]1[CH:5]=[CH:4][C:3]([O:2][CH3:1])=[CH:8][CH:7]=1.